Dataset: Full USPTO retrosynthesis dataset with 1.9M reactions from patents (1976-2016). Task: Predict the reactants needed to synthesize the given product. (1) Given the product [Br:14][C:15]1[C:20]([NH:21][C:8](=[O:9])[C:10]([F:11])([F:12])[F:13])=[CH:19][CH:18]=[C:17]([O:22][CH3:23])[N:16]=1, predict the reactants needed to synthesize it. The reactants are: [C:8](O[C:8]([C:10]([F:13])([F:12])[F:11])=[O:9])([C:10]([F:13])([F:12])[F:11])=[O:9].[Br:14][C:15]1[C:20]([NH2:21])=[CH:19][CH:18]=[C:17]([O:22][CH3:23])[N:16]=1.N1C=CC=CC=1.O. (2) Given the product [CH3:9][O:10][CH2:11][O:12][CH2:13][CH:14]1[CH2:4][CH:15]1[B:16]1[O:20][C:19]([CH3:22])([CH3:21])[C:18]([CH3:24])([CH3:23])[O:17]1, predict the reactants needed to synthesize it. The reactants are: ICI.[CH2:4]([Zn]CC)C.[CH3:9][O:10][CH2:11][O:12][CH2:13]/[CH:14]=[CH:15]\[B:16]1[O:20][C:19]([CH3:22])([CH3:21])[C:18]([CH3:24])([CH3:23])[O:17]1.[Cl-].[NH4+]. (3) Given the product [CH3:13][O:14][C:15]1[CH:16]=[CH:17][C:18]([CH2:19][O:20][C:21]2[CH:22]=[C:23]([CH:37]=[CH:38][CH:39]=2)[C:24]([NH:26][C:27]2[CH:32]=[CH:31][CH:30]=[CH:29][C:28]=2[S:33]([NH:34][C:1](=[O:11])[CH2:2][CH2:3][CH2:4][CH2:5][CH2:6][CH2:7][CH2:8][CH2:9][CH3:10])(=[O:36])=[O:35])=[O:25])=[CH:40][CH:41]=1, predict the reactants needed to synthesize it. The reactants are: [C:1](Cl)(=[O:11])[CH2:2][CH2:3][CH2:4][CH2:5][CH2:6][CH2:7][CH2:8][CH2:9][CH3:10].[CH3:13][O:14][C:15]1[CH:41]=[CH:40][C:18]([CH2:19][O:20][C:21]2[CH:22]=[C:23]([CH:37]=[CH:38][CH:39]=2)[C:24]([NH:26][C:27]2[CH:32]=[CH:31][CH:30]=[CH:29][C:28]=2[S:33](=[O:36])(=[O:35])[NH2:34])=[O:25])=[CH:17][CH:16]=1. (4) Given the product [CH3:32][C:33]1[CH:34]=[C:35]([C:2]2[C:7]([CH:8]([CH2:13][CH2:14][CH3:15])[C:9]([O:11][CH3:12])=[O:10])=[C:6]([CH3:16])[N:5]=[C:4]([C:17]3[CH:22]=[CH:21][CH:20]=[CH:19][CH:18]=3)[N:3]=2)[CH:36]=[CH:37][C:38]=1[CH3:39], predict the reactants needed to synthesize it. The reactants are: Cl[C:2]1[C:7]([CH:8]([CH2:13][CH2:14][CH3:15])[C:9]([O:11][CH3:12])=[O:10])=[C:6]([CH3:16])[N:5]=[C:4]([C:17]2[CH:22]=[CH:21][CH:20]=[CH:19][CH:18]=2)[N:3]=1.C(N(CC)C(C)C)(C)C.[CH3:32][C:33]1[CH:34]=[C:35](B(O)O)[CH:36]=[CH:37][C:38]=1[CH3:39]. (5) Given the product [Cl:1][C:2]1[CH:7]=[CH:6][C:5]([O:8][CH3:9])=[CH:4][C:3]=1[CH:10]([CH3:26])[C:11]([C:13]1[CH:14]=[CH:15][C:16]2[O:20][C:19](=[O:21])[N:18]([CH3:22])[C:17]=2[CH:23]=1)=[O:12], predict the reactants needed to synthesize it. The reactants are: [Cl:1][C:2]1[CH:7]=[CH:6][C:5]([O:8][CH3:9])=[CH:4][C:3]=1[CH2:10][C:11]([C:13]1[CH:14]=[CH:15][C:16]2[O:20][C:19](=[O:21])[N:18]([CH3:22])[C:17]=2[CH:23]=1)=[O:12].[H-].[Na+].[CH3:26]I. (6) Given the product [Cl-:9].[CH2:1]([N+:3]([CH2:6][O:7][CH3:8])([CH3:5])[CH3:4])[CH3:2], predict the reactants needed to synthesize it. The reactants are: [CH2:1]([N:3]([CH3:5])[CH3:4])[CH3:2].[CH3:6][O:7][CH2:8][Cl:9]. (7) Given the product [CH3:1][O:2][C:3](=[O:19])[C:4]1[CH:9]=[CH:8][C:7]([O:10][CH2:11][C:12]2[CH:13]=[CH:14][CH:15]=[CH:16][CH:17]=2)=[CH:6][C:5]=1[O:18][C:22](=[S:23])[N:21]([CH3:25])[CH3:20], predict the reactants needed to synthesize it. The reactants are: [CH3:1][O:2][C:3](=[O:19])[C:4]1[CH:9]=[CH:8][C:7]([O:10][CH2:11][C:12]2[CH:17]=[CH:16][CH:15]=[CH:14][CH:13]=2)=[CH:6][C:5]=1[OH:18].[CH3:20][N:21]([CH3:25])[C:22](Cl)=[S:23].C1N2CCN(CC2)C1. (8) Given the product [F:36][C:3]([F:2])([F:35])[C:4]1[CH:5]=[C:6]([C@H:14]([O:16][C@H:17]2[CH2:22][CH2:21][N:20]([C:23](=[O:28])[CH2:24][CH2:25][CH2:26][NH:27][C:37](=[O:40])[CH2:38][CH3:39])[CH2:19][C@H:18]2[C:29]2[CH:30]=[CH:31][CH:32]=[CH:33][CH:34]=2)[CH3:15])[CH:7]=[C:8]([C:10]([F:11])([F:12])[F:13])[CH:9]=1, predict the reactants needed to synthesize it. The reactants are: Cl.[F:2][C:3]([F:36])([F:35])[C:4]1[CH:5]=[C:6]([C@H:14]([O:16][C@H:17]2[CH2:22][CH2:21][N:20]([C:23](=[O:28])[CH2:24][CH2:25][CH2:26][NH2:27])[CH2:19][C@H:18]2[C:29]2[CH:34]=[CH:33][CH:32]=[CH:31][CH:30]=2)[CH3:15])[CH:7]=[C:8]([C:10]([F:13])([F:12])[F:11])[CH:9]=1.[C:37](Cl)(=[O:40])[CH2:38][CH3:39]. (9) Given the product [C@@H:1]([NH:5][C:6]([C:8]1[C:16]2[C:11](=[N:12][CH:13]=[C:14]([C:17]3[C:25]4[C:20](=[CH:21][C:22]([F:26])=[CH:23][CH:24]=4)[N:19]([CH3:27])[N:18]=3)[N:15]=2)[NH:10][CH:9]=1)=[O:7])([CH2:3][CH3:4])[CH3:2], predict the reactants needed to synthesize it. The reactants are: [C@@H:1]([NH:5][C:6]([C:8]1[C:16]2[C:11](=[N:12][CH:13]=[C:14]([C:17]3[C:25]4[C:20](=[CH:21][C:22]([F:26])=[CH:23][CH:24]=4)[N:19]([CH3:27])[N:18]=3)[N:15]=2)[N:10](COCC[Si](C)(C)C)[CH:9]=1)=[O:7])([CH2:3][CH3:4])[CH3:2].C(O)(C(F)(F)F)=O.C(N)CN. (10) The reactants are: C(N(CC)C(C)C)(C)C.[CH3:10][C:11]1[CH:20]=[CH:19][C:18]2[C:13](=[CH:14][CH:15]=[CH:16][C:17]=2[N:21]2[CH2:26][CH2:25][N:24]([CH2:27][CH2:28][C:29]3[CH:30]=[C:31]([CH:33]=[CH:34][CH:35]=3)[NH2:32])[CH2:23][CH2:22]2)[N:12]=1.CS([O:40][CH2:41][CH2:42][C:43]1C=CC=C(N2CCCC2=O)[CH:44]=1)(=O)=O. Given the product [CH3:10][C:11]1[CH:20]=[CH:19][C:18]2[C:13](=[CH:14][CH:15]=[CH:16][C:17]=2[N:21]2[CH2:22][CH2:23][N:24]([CH2:27][CH2:28][C:29]3[CH:30]=[C:31]([N:32]4[CH2:44][CH2:43][CH2:42][C:41]4=[O:40])[CH:33]=[CH:34][CH:35]=3)[CH2:25][CH2:26]2)[N:12]=1, predict the reactants needed to synthesize it.